Dataset: Reaction yield outcomes from USPTO patents with 853,638 reactions. Task: Predict the reaction yield, written as a fraction of the theoretical maximum amount of product (1.0 means a 100% yield; for example, 0.34 means a 34% yield). The reactants are Cl[C:2]1[CH:7]=[C:6]([O:8][C:9]2[C:10]([CH3:18])=[N:11][C:12]([N+:15]([O-:17])=[O:16])=[CH:13][CH:14]=2)[CH:5]=[CH:4][N:3]=1.[CH3:19][C:20]1[N:21]=[CH:22][NH:23][CH:24]=1.[O-]P([O-])([O-])=O.[K+].[K+].[K+]. The catalyst is C1(C)C=CC=CC=1.O1CCOCC1.C1C=CC(/C=C/C(/C=C/C2C=CC=CC=2)=O)=CC=1.C1C=CC(/C=C/C(/C=C/C2C=CC=CC=2)=O)=CC=1.C1C=CC(/C=C/C(/C=C/C2C=CC=CC=2)=O)=CC=1.[Pd].[Pd]. The product is [CH3:18][C:10]1[C:9]([O:8][C:6]2[CH:5]=[CH:4][N:3]=[C:2]([N:23]3[CH:24]=[C:20]([CH3:19])[N:21]=[CH:22]3)[CH:7]=2)=[CH:14][CH:13]=[C:12]([N+:15]([O-:17])=[O:16])[N:11]=1. The yield is 0.520.